This data is from Full USPTO retrosynthesis dataset with 1.9M reactions from patents (1976-2016). The task is: Predict the reactants needed to synthesize the given product. (1) The reactants are: [CH:1]([N:4]1[C:8]([C:9]2[N:18]=[C:17]3[N:11]([CH2:12][CH2:13][O:14][C:15]4[CH:22]=[C:21](O)[N:20]=[CH:19][C:16]=43)[CH:10]=2)=[N:7][C:6](C)=[N:5]1)([CH3:3])[CH3:2].[CH3:25][C@@:26]1([C:31]([NH2:33])=[O:32])[CH2:30][CH2:29][CH2:28][NH:27]1. Given the product [CH:1]([N:4]1[C:8]([C:9]2[N:18]=[C:17]3[C:16]4[CH:19]=[N:20][C:21]([N:27]5[CH2:28][CH2:29][CH2:30][C@@:26]5([CH3:25])[C:31]([NH2:33])=[O:32])=[CH:22][C:15]=4[O:14][CH2:13][CH2:12][N:11]3[CH:10]=2)=[N:7][CH:6]=[N:5]1)([CH3:3])[CH3:2], predict the reactants needed to synthesize it. (2) Given the product [CH2:1]([O:8][C:9]1[C:10]([O:20][CH3:21])=[CH:11][C:12]([C:13]([N:27]2[CH2:28][C@@H:24]([S:23][CH3:22])[CH2:25][C@H:26]2[C:29]([OH:31])=[O:30])=[O:15])=[CH:16][C:17]=1[O:18][CH3:19])[C:2]1[CH:3]=[CH:4][CH:5]=[CH:6][CH:7]=1, predict the reactants needed to synthesize it. The reactants are: [CH2:1]([O:8][C:9]1[C:17]([O:18][CH3:19])=[CH:16][C:12]([C:13]([OH:15])=O)=[CH:11][C:10]=1[O:20][CH3:21])[C:2]1[CH:7]=[CH:6][CH:5]=[CH:4][CH:3]=1.[CH3:22][S:23][C@@H:24]1[CH2:28][NH:27][C@H:26]([C:29]([OH:31])=[O:30])[CH2:25]1. (3) Given the product [CH3:1][O:2][C:3]([C:5]1([CH2:17][CH2:18][NH:25][C@H:24]([C:23]([O:22][CH3:21])=[O:27])[CH3:26])[CH2:9][CH2:8][CH2:7][N:6]1[C:10]([O:12][C:13]([CH3:14])([CH3:15])[CH3:16])=[O:11])=[O:4], predict the reactants needed to synthesize it. The reactants are: [CH3:1][O:2][C:3]([C:5]1([CH2:17][CH:18]=O)[CH2:9][CH2:8][CH2:7][N:6]1[C:10]([O:12][C:13]([CH3:16])([CH3:15])[CH3:14])=[O:11])=[O:4].Cl.[CH3:21][O:22][C:23](=[O:27])[C@H:24]([CH3:26])[NH2:25].C(N(CC)CC)C. (4) Given the product [C:1]([C:3]1[CH:4]=[CH:5][C:6]([C:7]([NH:31][C:24]2[C:25]3[C:30](=[CH:29][CH:28]=[CH:27][CH:26]=3)[C:21]([O:20][CH2:19][CH2:18][N:12]3[CH2:13][CH2:14][O:15][CH2:16][CH2:17]3)=[CH:22][CH:23]=2)=[O:9])=[CH:10][CH:11]=1)#[N:2], predict the reactants needed to synthesize it. The reactants are: [C:1]([C:3]1[CH:11]=[CH:10][C:6]([C:7]([OH:9])=O)=[CH:5][CH:4]=1)#[N:2].[N:12]1([CH2:18][CH2:19][O:20][C:21]2[C:30]3[C:25](=[CH:26][CH:27]=[CH:28][CH:29]=3)[C:24]([NH2:31])=[CH:23][CH:22]=2)[CH2:17][CH2:16][O:15][CH2:14][CH2:13]1. (5) Given the product [Cl:1][C:2]1[CH:3]=[C:4]([N:5]([CH3:11])[C:6]([N:28]2[C@@H:23]([CH3:22])[CH2:24][C:25]3[NH:31][N:30]=[C:29]([C:32]4[S:33][CH:34]=[CH:35][CH:36]=4)[C:26]=3[CH2:27]2)=[O:37])[CH:7]=[CH:8][CH:9]=1, predict the reactants needed to synthesize it. The reactants are: [Cl:1][C:2]1[CH:3]=[C:4]([CH:7]=[CH:8][CH:9]=1)[NH:5][CH3:6].Cl[C:11](Cl)(OC(=O)OC(Cl)(Cl)Cl)Cl.[CH3:22][C@@H:23]1[NH:28][CH2:27][C:26]2[C:29]([C:32]3[S:33][CH:34]=[CH:35][CH:36]=3)=[N:30][NH:31][C:25]=2[CH2:24]1.[OH2:37]. (6) The reactants are: [Cl:1][C:2]1[CH:3]=[CH:4][C:5]([O:26][CH2:27][CH:28]([CH3:30])[CH3:29])=[C:6]([CH2:8][N:9]2[C:13]([CH3:14])=[CH:12][C:11]([C:15]([NH:17][C:18]3[CH:23]=[CH:22][C:21]([CH:24]=O)=[CH:20][CH:19]=3)=[O:16])=[N:10]2)[CH:7]=1.[NH:31]1[CH2:36][CH2:35][O:34][CH2:33][CH2:32]1.C(O[BH-](OC(=O)C)OC(=O)C)(=O)C.[Na+].C(O)(=O)C. Given the product [ClH:1].[Cl:1][C:2]1[CH:3]=[CH:4][C:5]([O:26][CH2:27][CH:28]([CH3:30])[CH3:29])=[C:6]([CH2:8][N:9]2[C:13]([CH3:14])=[CH:12][C:11]([C:15]([NH:17][C:18]3[CH:19]=[CH:20][C:21]([CH2:24][N:31]4[CH2:36][CH2:35][O:34][CH2:33][CH2:32]4)=[CH:22][CH:23]=3)=[O:16])=[N:10]2)[CH:7]=1, predict the reactants needed to synthesize it. (7) Given the product [NH2:1][C:2]1[CH:10]=[C:9]([Cl:11])[C:8]([Br:12])=[CH:7][C:3]=1[C:4]([OH:6])=[O:5], predict the reactants needed to synthesize it. The reactants are: [NH2:1][C:2]1[CH:10]=[C:9]([Cl:11])[CH:8]=[CH:7][C:3]=1[C:4]([OH:6])=[O:5].[Br:12]Br. (8) Given the product [O:34]1[C:35]2[CH:41]=[CH:40][CH:39]=[CH:38][C:36]=2[N:37]=[C:33]1[CH:31]([OH:32])[CH:30]([NH:29][C:12](=[O:13])[CH:11]([CH2:10][S:7]([CH2:6][C:5]1[CH:24]=[CH:25][CH:26]=[CH:27][C:4]=1[O:3][CH:2]([F:28])[F:1])(=[O:8])=[O:9])[CH2:15][C:16]([N:18]1[CH2:19][CH2:20][O:21][CH2:22][CH2:23]1)=[O:17])[CH2:42][O:43][CH3:44], predict the reactants needed to synthesize it. The reactants are: [F:1][CH:2]([F:28])[O:3][C:4]1[CH:27]=[CH:26][CH:25]=[CH:24][C:5]=1[CH2:6][S:7]([CH2:10][CH:11]([CH2:15][C:16]([N:18]1[CH2:23][CH2:22][O:21][CH2:20][CH2:19]1)=[O:17])[C:12](O)=[O:13])(=[O:9])=[O:8].[NH2:29][CH:30]([CH2:42][O:43][CH3:44])[CH:31]([C:33]1[O:34][C:35]2[CH:41]=[CH:40][CH:39]=[CH:38][C:36]=2[N:37]=1)[OH:32].C1C=CC2N(O)N=NC=2C=1.C(Cl)CCl.CN1CCOCC1. (9) Given the product [F:1][C:2]1[C:3]([O:21][CH3:24])=[C:4]2[CH:10]=[CH:9][N:8]([S:11]([C:14]3[CH:20]=[CH:19][C:17]([CH3:18])=[CH:16][CH:15]=3)(=[O:13])=[O:12])[C:5]2=[N:6][CH:7]=1, predict the reactants needed to synthesize it. The reactants are: [F:1][C:2]1[CH:7]=[N:6][C:5]2[N:8]([S:11]([C:14]3[CH:20]=[CH:19][C:17]([CH3:18])=[CH:16][CH:15]=3)(=[O:13])=[O:12])[CH:9]=[CH:10][C:4]=2[C:3]=1[OH:21].CI.[C:24]([O-])([O-])=O.[K+].[K+]. (10) Given the product [CH2:3]([O:10][C:18]1[N:19]=[C:20]([NH:28][C@@H:29]([CH2:34][OH:35])[CH2:30][CH:31]([CH3:32])[CH3:33])[C:21]2[S:26][C:25](=[O:27])[NH:24][C:22]=2[N:23]=1)[C:4]1[CH:9]=[CH:8][CH:7]=[CH:6][CH:5]=1, predict the reactants needed to synthesize it. The reactants are: [H-].[Na+].[CH2:3]([OH:10])[C:4]1[CH:9]=[CH:8][CH:7]=[CH:6][CH:5]=1.FC1C(F)=CC=CC=1CS([C:18]1[N:19]=[C:20]([NH:28][C@@H:29]([CH2:34][OH:35])[CH2:30][CH:31]([CH3:33])[CH3:32])[C:21]2[S:26][C:25](=[O:27])[NH:24][C:22]=2[N:23]=1)(=O)=O.